From a dataset of Catalyst prediction with 721,799 reactions and 888 catalyst types from USPTO. Predict which catalyst facilitates the given reaction. Product: [Cl:38][CH2:2][C:3]1[CH:4]=[CH:5][C:6]([CH3:35])=[C:7]([NH:9][C:10](=[O:34])[C:11]2[CH:16]=[CH:15][C:14]([NH:17][C:18]3[N:27]=[C:26]([C:28]4[CH:33]=[CH:32][CH:31]=[CH:30][CH:29]=4)[C:25]4[C:20](=[CH:21][CH:22]=[CH:23][CH:24]=4)[N:19]=3)=[CH:13][CH:12]=2)[CH:8]=1. Reactant: O[CH2:2][C:3]1[CH:4]=[CH:5][C:6]([CH3:35])=[C:7]([NH:9][C:10](=[O:34])[C:11]2[CH:16]=[CH:15][C:14]([NH:17][C:18]3[N:27]=[C:26]([C:28]4[CH:33]=[CH:32][CH:31]=[CH:30][CH:29]=4)[C:25]4[C:20](=[CH:21][CH:22]=[CH:23][CH:24]=4)[N:19]=3)=[CH:13][CH:12]=2)[CH:8]=1.S(Cl)([Cl:38])=O. The catalyst class is: 4.